This data is from Reaction yield outcomes from USPTO patents with 853,638 reactions. The task is: Predict the reaction yield, written as a fraction of the theoretical maximum amount of product (1.0 means a 100% yield; for example, 0.34 means a 34% yield). (1) The reactants are Cl.[CH3:2][O:3][C:4]1[CH:9]=[CH:8][C:7]([C:10](=O)[CH2:11][CH2:12][C:13]([OH:15])=[O:14])=[CH:6][CH:5]=1.C(OCC)C. The catalyst is O.[Zn].[Hg](Cl)Cl. The product is [CH3:2][O:3][C:4]1[CH:5]=[CH:6][C:7]([CH2:10][CH2:11][CH2:12][C:13]([OH:15])=[O:14])=[CH:8][CH:9]=1. The yield is 0.510. (2) The yield is 0.0400. The product is [NH2:1][C:2](=[N:8][C:9]1[CH:10]=[CH:11][C:12]([N:15]2[CH2:16][CH2:17][N:18]([C:21]([NH:23][CH2:24][CH2:25][CH2:26][CH2:27][CH:28]3[CH2:32][CH2:31][S:30][S:29]3)=[O:22])[CH2:19][CH2:20]2)=[CH:13][C:14]=1[O:41][CH3:39])[C:3]1[S:4][CH:5]=[CH:6][CH:7]=1. No catalyst specified. The reactants are [NH2:1][C:2](=[N:8][C:9]1[CH:14]=[CH:13][C:12]([N:15]2[CH2:20][CH2:19][N:18]([C:21]([NH:23][CH2:24][CH2:25][CH2:26][CH2:27][CH:28]3[CH2:32][CH2:31][S:30][S:29]3)=[O:22])[CH2:17][CH2:16]2)=[C:11](C)[CH:10]=1)[C:3]1[S:4][CH:5]=[CH:6][CH:7]=1.ClC1C=CC([N+]([O-])=O)=[C:39]([O:41]C)C=1. (3) The catalyst is ClCCl. The product is [NH2:20][C:18]1[N:17]=[CH:16][N:15]=[C:14]2[N:13]([CH2:21][C@H:22]3[CH2:26][CH2:25][CH2:24][N:23]3[C:46](=[O:47])[CH2:45][C:43]#[N:44])[N:12]=[C:11]([C:8]3[CH:7]=[CH:6][C:5]([O:4][C:3]4[CH:27]=[CH:28][CH:29]=[CH:30][C:2]=4[F:1])=[CH:10][CH:9]=3)[C:19]=12. The reactants are [F:1][C:2]1[CH:30]=[CH:29][CH:28]=[CH:27][C:3]=1[O:4][C:5]1[CH:10]=[CH:9][C:8]([C:11]2[C:19]3[C:14](=[N:15][CH:16]=[N:17][C:18]=3[NH2:20])[N:13]([CH2:21][C@H:22]3[CH2:26][CH2:25][CH2:24][NH:23]3)[N:12]=2)=[CH:7][CH:6]=1.N1(C(N2C=CN=C2)=O)C=CN=C1.[C:43]([CH2:45][C:46](O)=[O:47])#[N:44]. The yield is 0.430. (4) The reactants are [CH3:1][N:2]([CH3:18])[C@@H:3]1[CH2:7][CH2:6][N:5]([CH2:8][C:9]2[CH:17]=[CH:16][C:12]([C:13]([OH:15])=O)=[CH:11][CH:10]=2)[CH2:4]1.[NH2:19][C:20]1[CH:25]=[C:24]([C:26]2[S:27][CH:28]=[CH:29][CH:30]=2)[CH:23]=[CH:22][C:21]=1[NH:31][C:32](=[O:38])[O:33][C:34]([CH3:37])([CH3:36])[CH3:35].CN([P+](ON1N=NC2C=CC=CC1=2)(N(C)C)N(C)C)C.F[P-](F)(F)(F)(F)F. The catalyst is N1C=CC=CC=1. The product is [CH3:18][N:2]([CH3:1])[C@@H:3]1[CH2:7][CH2:6][N:5]([CH2:8][C:9]2[CH:10]=[CH:11][C:12]([C:13]([NH:19][C:20]3[CH:25]=[C:24]([C:26]4[S:27][CH:28]=[CH:29][CH:30]=4)[CH:23]=[CH:22][C:21]=3[NH:31][C:32](=[O:38])[O:33][C:34]([CH3:36])([CH3:35])[CH3:37])=[O:15])=[CH:16][CH:17]=2)[CH2:4]1. The yield is 0.670. (5) The reactants are [Br:1][C:2]1[CH:3]=[C:4]2[C:9](=[CH:10][CH:11]=1)[N:8]([C:12](=[O:17])[C:13]([F:16])([F:15])[F:14])[C@@H:7]([CH3:18])[CH2:6][NH:5]2.N1C=CC=CC=1.[F:25][C:26]1[CH:34]=[CH:33][CH:32]=[CH:31][C:27]=1[C:28](Cl)=[O:29]. The catalyst is ClCCl. The product is [Br:1][C:2]1[CH:3]=[C:4]2[C:9](=[CH:10][CH:11]=1)[N:8]([C:12](=[O:17])[C:13]([F:14])([F:16])[F:15])[C@@H:7]([CH3:18])[CH2:6][N:5]2[C:28](=[O:29])[C:27]1[CH:31]=[CH:32][CH:33]=[CH:34][C:26]=1[F:25]. The yield is 1.00.